Dataset: Catalyst prediction with 721,799 reactions and 888 catalyst types from USPTO. Task: Predict which catalyst facilitates the given reaction. (1) Reactant: [CH2:1]([NH:3][C:4](=[O:33])[NH:5][CH2:6][C:7]1[CH:8]=[C:9]([C:13]2[CH:18]=[CH:17][C:16]([C:19]([CH3:31])([CH3:30])[CH2:20][CH2:21][CH2:22][NH:23][C:24](=[O:29])[C:25]([CH3:28])([CH3:27])[CH3:26])=[CH:15][C:14]=2[OH:32])[CH:10]=[CH:11][CH:12]=1)[CH3:2].IC.[C:36]([O-])([O-])=O.[K+].[K+]. Product: [CH2:1]([NH:3][C:4](=[O:33])[NH:5][CH2:6][C:7]1[CH:12]=[CH:11][CH:10]=[C:9]([C:13]2[CH:18]=[CH:17][C:16]([C:19]([CH3:31])([CH3:30])[CH2:20][CH2:21][CH2:22][NH:23][C:24](=[O:29])[C:25]([CH3:27])([CH3:26])[CH3:28])=[CH:15][C:14]=2[O:32][CH3:36])[CH:8]=1)[CH3:2]. The catalyst class is: 21. (2) Reactant: [C:1]([O:5][C:6]([N:8]1[CH:12]=[CH:11][CH:10]=[C:9]1B(O)O)=[O:7])([CH3:4])([CH3:3])[CH3:2].C(=O)([O-])[O-].[Na+].[Na+].O.Br[C:24]1[C:29]([O:30][C:31]2[CH:36]=[CH:35][C:34]([S:37]([CH3:40])(=[O:39])=[O:38])=[CH:33][CH:32]=2)=[CH:28][C:27]([NH2:41])=[C:26]([N+:42]([O-:44])=[O:43])[CH:25]=1. Product: [NH2:41][C:27]1[C:26]([N+:42]([O-:44])=[O:43])=[CH:25][C:24]([C:9]2[N:8]([C:6]([O:5][C:1]([CH3:4])([CH3:3])[CH3:2])=[O:7])[CH:12]=[CH:11][CH:10]=2)=[C:29]([O:30][C:31]2[CH:32]=[CH:33][C:34]([S:37]([CH3:40])(=[O:39])=[O:38])=[CH:35][CH:36]=2)[CH:28]=1. The catalyst class is: 216. (3) Reactant: [CH3:1][O:2][C:3](=[O:13])[C:4]1[CH:9]=[CH:8][C:7]([CH2:10][NH2:11])=[C:6]([F:12])[CH:5]=1.[C:14](O[C:14]([O:16][C:17]([CH3:20])([CH3:19])[CH3:18])=[O:15])([O:16][C:17]([CH3:20])([CH3:19])[CH3:18])=[O:15].C(N(CC)CC)C. Product: [CH3:1][O:2][C:3](=[O:13])[C:4]1[CH:9]=[CH:8][C:7]([CH2:10][NH:11][C:14]([O:16][C:17]([CH3:20])([CH3:19])[CH3:18])=[O:15])=[C:6]([F:12])[CH:5]=1. The catalyst class is: 4. (4) Reactant: CC1(C)O[C:6](=O)[CH2:5][C:4](=O)[O:3]1.C(OC)(OC)OC.[Cl:18][C:19]1[CH:25]=[C:24]([CH3:26])[C:22]([NH2:23])=[CH:21][CH:20]=1.O. Product: [Cl:18][C:19]1[CH:20]=[C:21]2[C:22](=[C:24]([CH3:26])[CH:25]=1)[N:23]=[CH:6][CH:5]=[C:4]2[OH:3]. The catalyst class is: 3.